Dataset: Catalyst prediction with 721,799 reactions and 888 catalyst types from USPTO. Task: Predict which catalyst facilitates the given reaction. (1) Reactant: [OH:1][C:2]1[C:7]([C:8]2[S:9][CH:10]=[CH:11][CH:12]=2)=[N:6][N:5]([CH2:13][CH2:14][CH:15]([CH3:17])[CH3:16])[C:4](=[O:18])[C:3]=1[C:19]1[NH:24][C:23]2[CH:25]=[CH:26][C:27](I)=[CH:28][C:22]=2[S:21](=[O:31])(=[O:30])[N:20]=1.C([Sn](CCCC)(CCCC)[C:37]1[S:38](=[O:43])(=[O:42])[CH2:39][CH2:40][CH:41]=1)CCC. Product: [O:42]=[S:38]1(=[O:43])[CH2:39][CH2:40][CH:41]=[C:37]1[C:27]1[CH:26]=[CH:25][C:23]2[NH:24][C:19]([C:3]3[C:4](=[O:18])[N:5]([CH2:13][CH2:14][CH:15]([CH3:17])[CH3:16])[N:6]=[C:7]([C:8]4[S:9][CH:10]=[CH:11][CH:12]=4)[C:2]=3[OH:1])=[N:20][S:21](=[O:31])(=[O:30])[C:22]=2[CH:28]=1. The catalyst class is: 128. (2) Reactant: [CH2:1]([O:8][C:9]1[CH:10]=[C:11]2[C:15](=[CH:16][CH:17]=1)[NH:14][CH:13]=[CH:12]2)[C:2]1[CH:7]=[CH:6][CH:5]=[CH:4][CH:3]=1.[C:18]([O:22][C:23](O[C:23]([O:22][C:18]([CH3:21])([CH3:20])[CH3:19])=[O:24])=[O:24])([CH3:21])([CH3:20])[CH3:19].CCOCC. Product: [C:18]([O:22][C:23]([N:14]1[C:15]2[C:11](=[CH:10][C:9]([O:8][CH2:1][C:2]3[CH:3]=[CH:4][CH:5]=[CH:6][CH:7]=3)=[CH:17][CH:16]=2)[CH:12]=[CH:13]1)=[O:24])([CH3:21])([CH3:20])[CH3:19]. The catalyst class is: 3. (3) Reactant: [CH3:1][C:2]1([CH3:13])[C:10]2[C:5](=[C:6]([NH2:11])[CH:7]=[CH:8][CH:9]=2)[C@H:4]([CH3:12])[CH2:3]1. Product: [CH3:1][C:2]1([CH3:13])[C:10]2[C:5](=[C:6]([NH2:11])[CH:7]=[CH:8][CH:9]=2)[CH:4]([CH3:12])[CH2:3]1. The catalyst class is: 719. (4) Product: [NH2:16][C:2]1[N:10]=[C:9]([O:11][CH2:12][CH2:13][O:14][CH3:15])[N:8]=[C:7]2[C:3]=1[N:4]=[CH:5][N:6]2[CH2:24][C:25]([C:27]1[CH:32]=[CH:31][CH:30]=[CH:29][CH:28]=1)=[O:26]. The catalyst class is: 3. Reactant: N[C:2]1([NH2:16])[N:10]=[C:9]([O:11][CH2:12][CH2:13][O:14][CH3:15])[N:8]=[C:7]2[C:3]1=[N:4][CH:5]=[N:6]2.C([O-])([O-])=O.[K+].[K+].Br[CH2:24][C:25]([C:27]1[CH:32]=[CH:31][CH:30]=[CH:29][CH:28]=1)=[O:26]. (5) Reactant: [Cl:1][C:2]1[N:7]2[N:8]=[C:9]([C:11]3[CH:16]=[CH:15][CH:14]=[C:13]([Cl:17])[CH:12]=3)[CH:10]=[C:6]2[N:5]=[C:4]([CH3:18])[C:3]=1[CH:19]([OH:24])[C:20]([O:22][CH3:23])=[O:21].C(O[C:29]([CH3:32])([CH3:31])[CH3:30])(=O)C.Cl(O)(=O)(=O)=O. Product: [C:29]([O:24][CH:19]([C:3]1[C:4]([CH3:18])=[N:5][C:6]2[N:7]([N:8]=[C:9]([C:11]3[CH:16]=[CH:15][CH:14]=[C:13]([Cl:17])[CH:12]=3)[CH:10]=2)[C:2]=1[Cl:1])[C:20]([O:22][CH3:23])=[O:21])([CH3:32])([CH3:31])[CH3:30]. The catalyst class is: 2.